From a dataset of Reaction yield outcomes from USPTO patents with 853,638 reactions. Predict the reaction yield, written as a fraction of the theoretical maximum amount of product (1.0 means a 100% yield; for example, 0.34 means a 34% yield). (1) The reactants are Cl.C([SiH2][O:7][C:8](C)(C)[CH:9]1[CH2:23][C:12]2=[C:13]3[C:18](=[N:19][CH:20]=[C:11]2[O:10]1)[CH:17]=[CH:16][C:15]([O:21][CH3:22])=[N:14]3)(C)(C)C. The catalyst is CO. The product is [CH3:22][O:21][C:15]1[CH:16]=[CH:17][C:18]2[C:13]([N:14]=1)=[C:12]1[CH2:23][CH:9]([CH2:8][OH:7])[O:10][C:11]1=[CH:20][N:19]=2. The yield is 0.990. (2) The reactants are Br[C:2]1[CH:10]=[C:9]([C:11]([F:14])([F:13])[F:12])[CH:8]=[C:7]2[C:3]=1[CH:4]=[CH:5][N:6]2[CH:15]([CH3:17])[CH3:16].[C:18]([Zn]C#N)#[N:19].COC1C=CC=C(OC)C=1C1C=CC=CC=1P(C1CCCCC1)C1CCCCC1.[OH-].[Na+]. The catalyst is C1C=CC(/C=C/C(/C=C/C2C=CC=CC=2)=O)=CC=1.C1C=CC(/C=C/C(/C=C/C2C=CC=CC=2)=O)=CC=1.C1C=CC(/C=C/C(/C=C/C2C=CC=CC=2)=O)=CC=1.[Pd].[Pd].O.CN(C=O)C. The product is [CH:15]([N:6]1[C:7]2[CH:8]=[C:9]([C:11]([F:14])([F:13])[F:12])[CH:10]=[C:2]([C:18]#[N:19])[C:3]=2[CH:4]=[CH:5]1)([CH3:17])[CH3:16]. The yield is 0.770. (3) The yield is 0.660. The product is [CH3:26][NH:28][C:14]([C:6]1[NH:5][C:13]2[C:8]([CH:7]=1)=[CH:9][CH:10]=[CH:11][CH:12]=2)=[O:16]. The catalyst is C1COCC1. The reactants are C(Cl)CCl.[NH:5]1[C:13]2[C:8](=[CH:9][CH:10]=[CH:11][CH:12]=2)[CH:7]=[C:6]1[C:14]([OH:16])=O.CN.C(O)C.C1C=CC2N(O)N=[N:28][C:26]=2C=1.CCN(C(C)C)C(C)C. (4) The reactants are [OH:1][C:2]1[CH:3]=[C:4]([CH:19]=[C:20]([OH:23])[C:21]=1[OH:22])[C:5]([NH:7][CH2:8][CH2:9][C:10]1[CH:15]=[CH:14][C:13]([N+:16]([O-])=O)=[CH:12][CH:11]=1)=[O:6].CC(C1C=C(C=C(C(C)(C)C)C=1O)C(NCC1C=CC([N+]([O-])=O)=CC=1)=O)(C)C. No catalyst specified. The product is [OH:1][C:2]1[CH:3]=[C:4]([CH:19]=[C:20]([OH:23])[C:21]=1[OH:22])[C:5]([NH:7][CH2:8][CH2:9][C:10]1[CH:11]=[CH:12][C:13]([NH2:16])=[CH:14][CH:15]=1)=[O:6]. The yield is 0.890. (5) The product is [F:1][C:2]1[CH:3]=[C:4]([CH:10]=[C:11]([F:13])[CH:12]=1)[O:5][CH2:6][CH2:7][N:8]([CH3:9])[CH2:15][CH2:16][CH2:17][N:18]1[C:26](=[O:27])[C:25]2[C:20](=[CH:21][CH:22]=[CH:23][CH:24]=2)[C:19]1=[O:28]. The reactants are [F:1][C:2]1[CH:3]=[C:4]([CH:10]=[C:11]([F:13])[CH:12]=1)[O:5][CH2:6][CH2:7][NH:8][CH3:9].Br[CH2:15][CH2:16][CH2:17][N:18]1[C:26](=[O:27])[C:25]2[C:20](=[CH:21][CH:22]=[CH:23][CH:24]=2)[C:19]1=[O:28].[F-].[K+]. The catalyst is C(#N)C. The yield is 0.786.